From a dataset of Catalyst prediction with 721,799 reactions and 888 catalyst types from USPTO. Predict which catalyst facilitates the given reaction. (1) Reactant: [C:1]([O:5][C:6]([N:8]1[CH2:13][CH2:12][C:11]([C:35]2[CH:40]=[CH:39][C:38]([C:41]3[CH:46]=[CH:45][CH:44]=[C:43]([C:47]#[N:48])[CH:42]=3)=[CH:37][CH:36]=2)([CH:14]([O:23][C:24]2[NH:28][C:27]3[CH:29]=[C:30]([Cl:34])[C:31]([Cl:33])=[CH:32][C:26]=3[N:25]=2)COCC[Si](C)(C)C)[CH2:10][CH2:9]1)=[O:7])([CH3:4])([CH3:3])[CH3:2].CCCC[N+](CCCC)(CCCC)CCCC.[F-]. Product: [C:1]([O:5][C:6]([N:8]1[CH2:13][CH2:12][C:11]([C:35]2[CH:36]=[CH:37][C:38]([C:41]3[CH:46]=[CH:45][CH:44]=[C:43]([C:47]#[N:48])[CH:42]=3)=[CH:39][CH:40]=2)([CH2:14][O:23][C:24]2[NH:25][C:26]3[CH:32]=[C:31]([Cl:33])[C:30]([Cl:34])=[CH:29][C:27]=3[N:28]=2)[CH2:10][CH2:9]1)=[O:7])([CH3:4])([CH3:2])[CH3:3]. The catalyst class is: 7. (2) Reactant: [C:1]1([NH2:7])[CH:6]=[CH:5][CH:4]=[CH:3][CH:2]=1.P([O-])([O-])([O-])=O.[K+].[K+].[K+].[Br:16][CH:17]([CH2:21][CH2:22]Br)[C:18](Cl)=[O:19].[OH-].[Na+]. Product: [Br:16][CH:17]1[CH2:21][CH2:22][N:7]([C:1]2[CH:6]=[CH:5][CH:4]=[CH:3][CH:2]=2)[C:18]1=[O:19]. The catalyst class is: 10.